From a dataset of NCI-60 drug combinations with 297,098 pairs across 59 cell lines. Regression. Given two drug SMILES strings and cell line genomic features, predict the synergy score measuring deviation from expected non-interaction effect. Drug 1: CC1CCC2CC(C(=CC=CC=CC(CC(C(=O)C(C(C(=CC(C(=O)CC(OC(=O)C3CCCCN3C(=O)C(=O)C1(O2)O)C(C)CC4CCC(C(C4)OC)O)C)C)O)OC)C)C)C)OC. Drug 2: C1C(C(OC1N2C=NC(=NC2=O)N)CO)O. Cell line: A498. Synergy scores: CSS=4.34, Synergy_ZIP=-0.111, Synergy_Bliss=2.51, Synergy_Loewe=-12.5, Synergy_HSA=0.470.